From a dataset of Forward reaction prediction with 1.9M reactions from USPTO patents (1976-2016). Predict the product of the given reaction. (1) Given the reactants [OH:1][CH2:2][C:3]1[CH:8]=[CH:7][CH:6]=[C:5]([O:9][CH3:10])[C:4]=1[OH:11].ClC[CH2:14][CH2:15][O:16][CH3:17], predict the reaction product. The product is: [CH3:10][O:9][C:5]1[C:4]([O:11][CH2:14][CH2:15][O:16][CH3:17])=[C:3]([CH2:2][OH:1])[CH:8]=[CH:7][CH:6]=1. (2) Given the reactants C([N:8]1[CH2:12][CH2:11][CH:10]([C:13]2[CH:14]=[C:15]3[C:19](=[CH:20][CH:21]=2)[NH:18][C:17]([C:22]([NH:24][C:25]2[CH:30]=[CH:29][CH:28]=[C:27]([F:31])[CH:26]=2)=[O:23])=[CH:16]3)[CH2:9]1)C1C=CC=CC=1, predict the reaction product. The product is: [F:31][C:27]1[CH:26]=[C:25]([NH:24][C:22]([C:17]2[NH:18][C:19]3[C:15]([CH:16]=2)=[CH:14][C:13]([CH:10]2[CH2:11][CH2:12][NH:8][CH2:9]2)=[CH:21][CH:20]=3)=[O:23])[CH:30]=[CH:29][CH:28]=1. (3) Given the reactants Br[C:2]1[N:7]=[CH:6][C:5]([NH:8][C:9](=[O:31])[CH2:10][N:11]2[C@@H:15]([CH2:16][CH:17]([CH3:19])[CH3:18])[CH2:14][N:13]([C:20]3[CH:21]=[N:22][C:23]([C:26]([F:29])([F:28])[F:27])=[CH:24][CH:25]=3)[C:12]2=[O:30])=[CH:4][CH:3]=1.[CH:32]1(B(O)O)[CH2:34][CH2:33]1.C1(P(C2C=CC=CC=2)C2C=CC=CC=2)C=CC=CC=1.C(=O)([O-])[O-].[K+].[K+], predict the reaction product. The product is: [CH:32]1([C:2]2[N:7]=[CH:6][C:5]([NH:8][C:9](=[O:31])[CH2:10][N:11]3[C@@H:15]([CH2:16][CH:17]([CH3:19])[CH3:18])[CH2:14][N:13]([C:20]4[CH:21]=[N:22][C:23]([C:26]([F:27])([F:28])[F:29])=[CH:24][CH:25]=4)[C:12]3=[O:30])=[CH:4][CH:3]=2)[CH2:34][CH2:33]1. (4) Given the reactants [C:1]([C:4]1[CH:5]=[C:6]([CH:10]2[O:14][CH2:13][CH2:12][O:11]2)[CH:7]=[CH:8][CH:9]=1)([CH3:3])=[CH2:2].[CH:15]([Cl:18])(Cl)[Cl:16], predict the reaction product. The product is: [Cl:16][C:15]1([Cl:18])[CH2:2][C:1]1([C:4]1[CH:5]=[C:6]([CH:10]2[O:11][CH2:12][CH2:13][O:14]2)[CH:7]=[CH:8][CH:9]=1)[CH3:3].